This data is from Reaction yield outcomes from USPTO patents with 853,638 reactions. The task is: Predict the reaction yield, written as a fraction of the theoretical maximum amount of product (1.0 means a 100% yield; for example, 0.34 means a 34% yield). (1) The reactants are [C:1]([O:5][C:6]([N:8]1[CH2:13][CH2:12][CH:11]([C:14](=O)[C:15]2[CH:20]=[CH:19][CH:18]=[C:17]([O:21][CH3:22])[C:16]=2[F:23])[CH2:10][CH2:9]1)=[O:7])([CH3:4])([CH3:3])[CH3:2].Cl.[NH2:26][OH:27].N1C=CC=CC=1. The catalyst is O. The product is [C:1]([O:5][C:6]([N:8]1[CH2:13][CH2:12][CH:11]([C:14]([C:15]2[CH:20]=[CH:19][CH:18]=[C:17]([O:21][CH3:22])[C:16]=2[F:23])=[N:26][OH:27])[CH2:10][CH2:9]1)=[O:7])([CH3:4])([CH3:3])[CH3:2]. The yield is 0.960. (2) The reactants are [F-].C([N+](CCCC)(CCCC)CCCC)CCC.[CH3:19][C:20]1[C:21]([C:25]2[CH:32]=[CH:31][CH:30]=[CH:29][C:26]=2[CH:27]=[O:28])=[CH:22][S:23][CH:24]=1.[F:33][C:34]([Si](C)(C)C)([F:36])[F:35].Cl. The catalyst is C1COCC1. The product is [F:33][C:34]([F:36])([F:35])[CH:27]([C:26]1[CH:29]=[CH:30][CH:31]=[CH:32][C:25]=1[C:21]1[C:20]([CH3:19])=[CH:24][S:23][CH:22]=1)[OH:28]. The yield is 0.970. (3) The reactants are [F:1][CH:2]([F:35])[O:3][C:4]1[CH:5]=[C:6]([CH:14]([N:19]2[CH2:27][C:26]3[C:21](=[C:22]([NH:28][C:29]([CH:31]4[CH2:33][CH2:32]4)=[O:30])[CH:23]=[CH:24][CH:25]=3)[C:20]2=[O:34])[CH2:15][C:16](O)=[O:17])[CH:7]=[CH:8][C:9]=1[O:10][CH:11]([F:13])[F:12].C(N1C=CN=C1)([N:38]1C=CN=C1)=O.[OH-].[NH4+].O. The catalyst is O1CCCC1. The product is [F:1][CH:2]([F:35])[O:3][C:4]1[CH:5]=[C:6]([CH:14]([N:19]2[C:20](=[O:34])[C:21]3[C:26](=[CH:25][CH:24]=[CH:23][C:22]=3[NH:28][C:29]([CH:31]3[CH2:33][CH2:32]3)=[O:30])[CH2:27]2)[CH2:15][C:16](=[O:17])[NH2:38])[CH:7]=[CH:8][C:9]=1[O:10][CH:11]([F:13])[F:12]. The yield is 0.460.